Dataset: Forward reaction prediction with 1.9M reactions from USPTO patents (1976-2016). Task: Predict the product of the given reaction. (1) Given the reactants [F:1][C:2]([F:11])([F:10])[CH:3]1[CH2:8][CH2:7][CH:6]([OH:9])[CH2:5][CH2:4]1.CC(OI1(OC(C)=O)(OC(C)=O)OC(=O)C2C=CC=CC1=2)=O, predict the reaction product. The product is: [F:1][C:2]([F:10])([F:11])[CH:3]1[CH2:8][CH2:7][C:6](=[O:9])[CH2:5][CH2:4]1. (2) The product is: [Cl:8][C:5]1[CH:6]=[CH:7][C:2]([NH:1][CH:17]([C:29]2[CH:30]=[CH:31][C:26]([O:25][CH3:24])=[CH:27][CH:28]=2)[C:16]([OH:20])=[O:19])=[C:3]([C:9](=[O:14])[C:10]([F:13])([F:11])[F:12])[CH:4]=1. Given the reactants [NH2:1][C:2]1[CH:7]=[CH:6][C:5]([Cl:8])=[CH:4][C:3]=1[C:9](=[O:14])[C:10]([F:13])([F:12])[F:11].O.[C:16]([OH:20])(=[O:19])[CH:17]=O.C(#N)C.[CH3:24][O:25][C:26]1[CH:31]=[CH:30][C:29](B(O)O)=[CH:28][CH:27]=1, predict the reaction product. (3) Given the reactants [C:1](/[N:3]=[C:4](\SC)/[NH:5][C:6]1[CH:11]=[CH:10][CH:9]=[C:8]([C:12]([F:15])([F:14])[F:13])[N:7]=1)#[N:2].[NH2:18][NH2:19], predict the reaction product. The product is: [F:14][C:12]([F:13])([F:15])[C:8]1[N:7]=[C:6]([NH:5][C:4]2[N:3]=[C:1]([NH2:2])[NH:19][N:18]=2)[CH:11]=[CH:10][CH:9]=1. (4) Given the reactants Cl[CH2:2][C:3]1[N:4]=[C:5]2[S:12][C:11]([CH2:13][CH3:14])=[N:10][N:6]2[C:7](=[O:9])[CH:8]=1.[I-].[Na+].C(=O)(O)[O-:18].[Na+].O, predict the reaction product. The product is: [CH2:13]([C:11]1[S:12][C:5]2=[N:4][C:3]([CH2:2][OH:18])=[CH:8][C:7](=[O:9])[N:6]2[N:10]=1)[CH3:14].